Dataset: Experimentally validated miRNA-target interactions with 360,000+ pairs, plus equal number of negative samples. Task: Binary Classification. Given a miRNA mature sequence and a target amino acid sequence, predict their likelihood of interaction. (1) The miRNA is mmu-miR-876-5p with sequence UGGAUUUCUCUGUGAAUCACUA. The protein sequence of the target gene is MTSSCCVTNNLQASLKSCPRPASVCSSGVNCRPELCLGYVCQPMACLPSVCLPTTFRPASCLSKTYLSSSCQAASGISGSMGPGSWYSEGAFNGNEKETMQFLNDRLASYLTRVRQLEQENAELESRIQEASHSQVLTMTPDYQSHFRTIEELQQKILCTKAENARMVVNIDNAKLAADDFRAKYEAELAMRQLVEADINGLRRILDDLTLCKADLEAQVESLKEELMCLKKNHEEEVGSLRCQLGDRLNIEVDAAPPVDLTRVLEEMRCQYEAMVEANRRDVEEWFNMQMEELNQQVAT.... Result: 0 (no interaction). (2) The miRNA is hsa-miR-4760-5p with sequence UUUAGAUUGAACAUGAAGUUAG. The protein sequence of the target gene is MQARYSVSDPNALGVVPYLSEQNYYRAAGSYGGMASPMGVYSGHPEQYGAGMGRSYAPYHHQPAAPKDLVKPPYSYIALITMAIQNAPEKKITLNGIYQFIMDRFPFYRENKQGWQNSIRHNLSLNECFVKVPRDDKKPGKGSYWTLDPDSYNMFENGSFLRRRRRFKKKDVPKDKEERAHLKEPPSTTAKGAPTGTPVADGPKEAEKKVVVKSEAASPALPVITKVETLSPEGALQASPRSASSTPAGSPDGSLPEHHAAAPNGLPGFSVETIMTLRTSPPGGDLSPAAARAGLVVPPL.... Result: 0 (no interaction). (3) The miRNA is hsa-miR-4698 with sequence UCAAAAUGUAGAGGAAGACCCCA. The protein sequence of the target gene is MADGGGGGGTGAVGGGGTSQASAGAATGATGASGGGGPINPASLPPGDPQLIALIVEQLKSRGLFDSFRRDCLADVDTKPAYQNLRQKVDNFVSTHLDKQEWNPTMNKNQLRNGLRQSVVQSGMLEAGVDRIISQVVDPKLNHIFRPQIERAIHEFLAAQKKAAVPAPPPEPEGQDPPAPSQDTS. Result: 0 (no interaction). (4) The protein sequence of the target gene is MMIHGFQSSHRDFCFGPWKLTASKTHIMKSADVEKLADELHMPSLPEMMFGDNVLRIQHGSGFGIEFNATDALRCVNNYQGMLKVACAEEWQESRTEGEHSKEVIKPYDWTYTTDYKGTLLGESLKLKVVPTTDHIDTEKLKAREQIKFFEEVLLFEDELHDHGVSSLSVKIRVMPSSFFLLLRFFLRIDGVLIRMNDTRLYHEADKTYMLREYTSRESKISSLMHVPPSLFTEPNEISQYLPIKEAVCEKLIFPERIDPNPADSQKSTQVE. Result: 1 (interaction). The miRNA is hsa-miR-4789-5p with sequence GUAUACACCUGAUAUGUGUAUG. (5) The miRNA is hsa-miR-1205 with sequence UCUGCAGGGUUUGCUUUGAG. The protein sequence of the target gene is MATVVVEATEPEPSGSIGNPAASTSPSLSHRFLDSKFYLLVVVGETVTEEHLRRAIGNIELGIRSWDTNLIECNLDQELKLFVSRHSARFSPEVPGQKILHHRSDVLETVVLINPSDEAVSTEVRLMITDAARHKLLVLTGQCFENTGELILQSGSFSFQNFIEIFTDQEIGELLSTTHPANKASLTLFCPEEGDWKNSNLDRHNLQDFINIKLNSASILPEMEGLSEFTEYLSESVEVPSPFDILEPPTSGGFLKLSKPCCYIFPGGRGDSALFAVNGFNMLINGGSERKSCFWKLIRH.... Result: 0 (no interaction). (6) The miRNA is mmu-miR-871-3p with sequence UGACUGGCACCAUUCUGGAUAAU. The protein sequence of the target gene is MLHVEMLTLVFLVLWMCVFSQDPGSKAVADRYAVYWNSSNPRFQRGDYHIDVCINDYLDVFCPHYEDSVPEDKTERYVLYMVNFDGYSACDHTSKGFKRWECNRPHSPNGPLKFSEKFQLFTPFSLGFEFRPGREYFYISSAIPDNGRRSCLKLKVFVRPTNSCMKTIGVHDRVFDVNDKVENSLEPADDTVHESAEPSRGENAAQTPRIPSRLLAILLFLLAMLLTL. Result: 0 (no interaction).